From a dataset of Full USPTO retrosynthesis dataset with 1.9M reactions from patents (1976-2016). Predict the reactants needed to synthesize the given product. The reactants are: [C:1]1([C:7]2[N:8]=[C:9]3[CH2:14][CH2:13][CH:12]([C:15]([O:17]C)=[O:16])[CH2:11][N:10]3[CH:19]=2)[CH:6]=[CH:5][CH:4]=[CH:3][CH:2]=1.[ClH:20]. Given the product [ClH:20].[C:1]1([C:7]2[N:8]=[C:9]3[CH2:14][CH2:13][CH:12]([C:15]([OH:17])=[O:16])[CH2:11][N:10]3[CH:19]=2)[CH:2]=[CH:3][CH:4]=[CH:5][CH:6]=1, predict the reactants needed to synthesize it.